Predict the reaction yield, written as a fraction of the theoretical maximum amount of product (1.0 means a 100% yield; for example, 0.34 means a 34% yield). From a dataset of Reaction yield outcomes from USPTO patents with 853,638 reactions. (1) The reactants are [CH2:1]([C:3]([C:21]1[CH:26]=[CH:25][C:24]([OH:27])=[C:23]([CH3:28])[CH:22]=1)([C:6]1[CH:11]=[CH:10][C:9]([CH2:12][CH2:13][CH:14]([OH:19])[C:15]2([CH3:18])[CH2:17][CH2:16]2)=[C:8]([CH3:20])[CH:7]=1)[CH2:4][CH3:5])[CH3:2].C([O-])([O-])=O.[K+].[K+].[O:35]=[C:36]1[O:40][C@@H:39]([CH2:41]OS(C2C=CC(C)=CC=2)(=O)=O)[CH2:38][CH2:37]1.C(OCC)(=O)C. The catalyst is CN(C=O)C. The product is [CH2:1]([C:3]([C:21]1[CH:26]=[CH:25][C:24]([O:27][CH2:41][C@@H:39]2[O:40][C:36](=[O:35])[CH2:37][CH2:38]2)=[C:23]([CH3:28])[CH:22]=1)([C:6]1[CH:11]=[CH:10][C:9]([CH2:12][CH2:13][CH:14]([OH:19])[C:15]2([CH3:18])[CH2:17][CH2:16]2)=[C:8]([CH3:20])[CH:7]=1)[CH2:4][CH3:5])[CH3:2]. The yield is 0.280. (2) The catalyst is CC(O)C. The yield is 0.600. The product is [NH:13]1[C:12]2[CH:17]=[CH:18][C:9]([NH:8][C:6]3[C:5]([F:19])=[CH:4][N:3]=[C:2]([NH:33][C:30]4[CH:29]=[CH:28][C:27]([N:24]5[CH2:25][CH2:26][N:21]([CH3:20])[CH2:22][CH2:23]5)=[N:32][CH:31]=4)[N:7]=3)=[CH:10][C:11]=2[NH:15][C:14]1=[O:16]. The reactants are Cl[C:2]1[N:7]=[C:6]([NH:8][C:9]2[CH:18]=[CH:17][C:12]3[NH:13][C:14](=[O:16])[NH:15][C:11]=3[CH:10]=2)[C:5]([F:19])=[CH:4][N:3]=1.[CH3:20][N:21]1[CH2:26][CH2:25][N:24]([C:27]2[N:32]=[CH:31][C:30]([NH2:33])=[CH:29][CH:28]=2)[CH2:23][CH2:22]1.C(O)(C(F)(F)F)=O. (3) The reactants are [CH:1]1[C:10]2[C:5](=[CH:6][CH:7]=[CH:8][CH:9]=2)[CH:4]=[CH:3][C:2]=1[CH2:11][C:12](Cl)=[O:13].C(N(CC)CC)C.[C:22]1([SH:28])[CH:27]=[CH:26][CH:25]=[CH:24][CH:23]=1.CCCC(C)C.C(OCC)(=O)C. The catalyst is C1(C)C=CC=CC=1. The product is [CH:1]1[C:10]2[C:5](=[CH:6][CH:7]=[CH:8][CH:9]=2)[CH:4]=[CH:3][C:2]=1[CH2:11][C:12](=[O:13])[S:28][C:22]1[CH:27]=[CH:26][CH:25]=[CH:24][CH:23]=1. The yield is 0.900. (4) The reactants are [OH:1][CH2:2][CH2:3][CH2:4][CH2:5][CH2:6][O:7][CH2:8][CH2:9][CH2:10][NH:11][C:12](=[O:18])[O:13][C:14]([CH3:17])([CH3:16])[CH3:15].CCN(C(C)C)C(C)C.[S:28](Cl)([C:31]1[CH:37]=[CH:36][C:34]([CH3:35])=[CH:33][CH:32]=1)(=[O:30])=[O:29]. The catalyst is C(Cl)Cl.CN(C)C1C=CN=CC=1. The product is [CH3:35][C:34]1[CH:36]=[CH:37][C:31]([S:28]([O:1][CH2:2][CH2:3][CH2:4][CH2:5][CH2:6][O:7][CH2:8][CH2:9][CH2:10][NH:11][C:12](=[O:18])[O:13][C:14]([CH3:15])([CH3:17])[CH3:16])(=[O:30])=[O:29])=[CH:32][CH:33]=1. The yield is 0.260. (5) The reactants are [CH3:1][N:2]1[C:7](=[O:8])[C:6]([NH:9][C:10]2[CH:15]=[CH:14][C:13]([N:16]3[CH2:21][CH2:20][N:19]([CH:22]4[CH2:25][O:24][CH2:23]4)[CH2:18][CH2:17]3)=[CH:12][N:11]=2)=[CH:5][C:4]([C:26]2[C:31]([CH:32]=[O:33])=[C:30]([N:34]3[CH:46]=[CH:45][N:37]4[C:38]5[CH2:39][CH2:40][CH2:41][CH2:42][C:43]=5[CH:44]=[C:36]4[C:35]3=[O:47])[N:29]=[CH:28][CH:27]=2)=[CH:3]1.[BH4-].[Na+]. The catalyst is CO. The product is [OH:33][CH2:32][C:31]1[C:30]([N:34]2[CH:46]=[CH:45][N:37]3[C:38]4[CH2:39][CH2:40][CH2:41][CH2:42][C:43]=4[CH:44]=[C:36]3[C:35]2=[O:47])=[N:29][CH:28]=[CH:27][C:26]=1[C:4]1[CH:5]=[C:6]([NH:9][C:10]2[CH:15]=[CH:14][C:13]([N:16]3[CH2:21][CH2:20][N:19]([CH:22]4[CH2:25][O:24][CH2:23]4)[CH2:18][CH2:17]3)=[CH:12][N:11]=2)[C:7](=[O:8])[N:2]([CH3:1])[CH:3]=1. The yield is 0.740. (6) The reactants are [Br-].C[O:3][C:4]1[CH:29]=[CH:28][C:7]([CH2:8][P+](C2C=CC=CC=2)(C2C=CC=CC=2)C2C=CC=CC=2)=[CH:6][CH:5]=1.C([Li])CCC.C[O:36][C:37]1[CH:38]=[C:39]([CH:42]=[C:43]([O:45]C)[CH:44]=1)[CH:40]=O.O. The catalyst is O1CCCC1. The product is [OH:3][C:4]1[CH:5]=[CH:6][C:7](/[CH:8]=[CH:40]/[C:39]2[CH:42]=[C:43]([OH:45])[CH:44]=[C:37]([OH:36])[CH:38]=2)=[CH:28][CH:29]=1. The yield is 0.860. (7) The catalyst is ClCCCl.C(O)(=O)C. The reactants are Cl.[CH2:2]([O:9][C:10]1[CH:15]=[CH:14][C:13]([NH:16][C:17]2[C:26]3[C:21](=[CH:22][C:23]([F:34])=[C:24]([C:27]4[O:31][C:30]([CH:32]=O)=[CH:29][CH:28]=4)[CH:25]=3)[N:20]=[CH:19][N:18]=2)=[CH:12][CH:11]=1)[C:3]1[CH:8]=[CH:7][CH:6]=[CH:5][CH:4]=1.C(N(C(C)C)CC)(C)C.[CH3:44][S:45]([CH2:48][CH2:49][NH2:50])(=[O:47])=[O:46].C(O[BH-](OC(=O)C)OC(=O)C)(=O)C.[Na+]. The yield is 0.610. The product is [CH2:2]([O:9][C:10]1[CH:15]=[CH:14][C:13]([NH:16][C:17]2[C:26]3[C:21](=[CH:22][C:23]([F:34])=[C:24]([C:27]4[O:31][C:30]([CH2:32][NH:50][CH2:49][CH2:48][S:45]([CH3:44])(=[O:47])=[O:46])=[CH:29][CH:28]=4)[CH:25]=3)[N:20]=[CH:19][N:18]=2)=[CH:12][CH:11]=1)[C:3]1[CH:4]=[CH:5][CH:6]=[CH:7][CH:8]=1. (8) The reactants are [CH3:1][O:2][CH2:3][CH2:4][O:5][C:6]1[CH:7]=[CH:8][C:9]([N+:16]([O-])=O)=[C:10]([CH:15]=1)[C:11]([O:13][CH3:14])=[O:12]. The product is [NH2:16][C:9]1[CH:8]=[CH:7][C:6]([O:5][CH2:4][CH2:3][O:2][CH3:1])=[CH:15][C:10]=1[C:11]([O:13][CH3:14])=[O:12]. The yield is 1.00. The catalyst is [Pd].CO. (9) The reactants are [CH3:1][O:2][C:3](=[O:13])[CH2:4][C:5]1[CH:10]=[CH:9][C:8]([S:11][CH3:12])=[CH:7][CH:6]=1.[Br:14]Br. The catalyst is C(Cl)(Cl)(Cl)Cl. The product is [CH3:1][O:2][C:3](=[O:13])[CH2:4][C:5]1[CH:10]=[CH:9][C:8]([S:11][CH3:12])=[C:7]([Br:14])[CH:6]=1. The yield is 0.850. (10) The reactants are [CH:1]1([NH:4][C:5](=[O:32])[C:6]2[CH:11]=[CH:10][C:9]([CH3:12])=[C:8]([NH:13][C:14](=[O:31])[C:15]3[CH:20]=[CH:19][C:18]([O:21][CH2:22][C:23]4[CH:28]=[CH:27][C:26]([CH2:29]O)=[CH:25][N:24]=4)=[CH:17][CH:16]=3)[CH:7]=2)[CH2:3][CH2:2]1.CC(OI1(OC(C)=O)(OC(C)=O)OC(=O)C2C=CC=CC1=2)=O.[CH3:55][NH:56][CH3:57].C(O[BH-](OC(=O)C)OC(=O)C)(=O)C.[Na+]. The catalyst is C(Cl)Cl.C(O)(=O)C.O. The product is [CH:1]1([NH:4][C:5](=[O:32])[C:6]2[CH:11]=[CH:10][C:9]([CH3:12])=[C:8]([NH:13][C:14](=[O:31])[C:15]3[CH:16]=[CH:17][C:18]([O:21][CH2:22][C:23]4[CH:28]=[CH:27][C:26]([CH2:29][N:56]([CH3:57])[CH3:55])=[CH:25][N:24]=4)=[CH:19][CH:20]=3)[CH:7]=2)[CH2:3][CH2:2]1. The yield is 0.280.